This data is from Full USPTO retrosynthesis dataset with 1.9M reactions from patents (1976-2016). The task is: Predict the reactants needed to synthesize the given product. Given the product [Cl:1][C:2]1[CH:3]=[CH:4][C:5]([N+:11]([O-:13])=[O:12])=[C:6]([CH:10]=1)[C:7]([NH:45][C:33]1[CH:34]=[CH:35][C:36]([O:37][CH2:38][CH2:39][N:40]2[CH2:41][CH2:42][CH2:43][CH2:44]2)=[C:31]([O:30][CH3:29])[CH:32]=1)=[O:9], predict the reactants needed to synthesize it. The reactants are: [Cl:1][C:2]1[CH:3]=[CH:4][C:5]([N+:11]([O-:13])=[O:12])=[C:6]([CH:10]=1)[C:7]([OH:9])=O.C(Cl)(=O)C(Cl)=O.CCN(C(C)C)C(C)C.[CH3:29][O:30][C:31]1[CH:32]=[C:33]([NH2:45])[CH:34]=[CH:35][C:36]=1[O:37][CH2:38][CH2:39][N:40]1[CH2:44][CH2:43][CH2:42][CH2:41]1.